Dataset: Catalyst prediction with 721,799 reactions and 888 catalyst types from USPTO. Task: Predict which catalyst facilitates the given reaction. (1) Reactant: [OH:1][C:2]1[CH:3]=[C:4](/[C:8](/[CH2:38][CH3:39])=[C:9](\[C:25]2[CH:30]=[CH:29][C:28](/[CH:31]=[CH:32]/[C:33]([O:35][CH2:36][CH3:37])=[O:34])=[CH:27][CH:26]=2)/[C:10]2[CH:11]=[C:12]3[C:16](=[CH:17][CH:18]=2)[N:15]([CH:19]2[CH2:24][CH2:23][CH2:22][CH2:21][O:20]2)[N:14]=[CH:13]3)[CH:5]=[CH:6][CH:7]=1.C([O-])([O-])=O.[Cs+].[Cs+].I[C:47]1[CH:52]=[CH:51][CH:50]=[CH:49][N:48]=1.N1C=CC=CC=1CC(=O)C. Product: [N:48]1[CH:49]=[CH:50][CH:51]=[CH:52][C:47]=1[O:1][C:2]1[CH:3]=[C:4](/[C:8](/[CH2:38][CH3:39])=[C:9](\[C:25]2[CH:26]=[CH:27][C:28](/[CH:31]=[CH:32]/[C:33]([O:35][CH2:36][CH3:37])=[O:34])=[CH:29][CH:30]=2)/[C:10]2[CH:11]=[C:12]3[C:16](=[CH:17][CH:18]=2)[N:15]([CH:19]2[CH2:24][CH2:23][CH2:22][CH2:21][O:20]2)[N:14]=[CH:13]3)[CH:5]=[CH:6][CH:7]=1. The catalyst class is: 16. (2) Reactant: [Cl:1][C:2]1[N:7]=[N:6][C:5]([NH2:8])=[CH:4][CH:3]=1.Cl[CH:10]([CH3:13])[CH:11]=O. Product: [Cl:1][C:2]1[CH:3]=[CH:4][C:5]2[N:6]([C:10]([CH3:13])=[CH:11][N:8]=2)[N:7]=1. The catalyst class is: 14.